This data is from Catalyst prediction with 721,799 reactions and 888 catalyst types from USPTO. The task is: Predict which catalyst facilitates the given reaction. (1) Reactant: [C:1]([OH:7])(=[O:6])[CH2:2][CH2:3][CH:4]=[CH2:5].C(Cl)CCl.O[C@H:13]([C:30]1[CH:35]=[CH:34][CH:33]=[CH:32][CH:31]=1)[CH2:14][NH:15][C:16]([C@@H:18]([CH2:27][CH:28]=[CH2:29])[CH2:19][C:20]([O:22][C:23]([CH3:26])([CH3:25])[CH3:24])=[O:21])=[O:17].CCN(C(C)C)C(C)C. Product: [C:1]([O:7][C@H:13]([C:30]1[CH:31]=[CH:32][CH:33]=[CH:34][CH:35]=1)[CH2:14][NH:15][C:16]([C@@H:18]([CH2:27][CH:28]=[CH2:29])[CH2:19][C:20]([O:22][C:23]([CH3:26])([CH3:25])[CH3:24])=[O:21])=[O:17])(=[O:6])[CH2:2][CH2:3][CH:4]=[CH2:5]. The catalyst class is: 239. (2) Reactant: [C:9](O[C:9]([O:11][C:12]([CH3:15])([CH3:14])[CH3:13])=[O:10])([O:11][C:12]([CH3:15])([CH3:14])[CH3:13])=[O:10].[NH:16]1[CH2:21][CH2:20][CH:19]([CH2:22][CH2:23][CH2:24][OH:25])[CH2:18][CH2:17]1. Product: [C:12]([O:11][C:9]([N:16]1[CH2:21][CH2:20][CH:19]([CH2:22][CH2:23][CH2:24][OH:25])[CH2:18][CH2:17]1)=[O:10])([CH3:13])([CH3:14])[CH3:15]. The catalyst class is: 4. (3) Reactant: [O:1]=[C:2]1[C:6]2[CH:7]=[CH:8][CH:9]=[CH:10][C:5]=2[C:4](=[O:11])[N:3]1[C:12]1[CH:17]=[CH:16][C:15]([S:18]([NH2:21])(=[O:20])=[O:19])=[CH:14][CH:13]=1.[CH2:22]1[CH2:32][CH2:31][N:30]2[C:25](=NCC[CH2:29]2)[CH2:24][CH2:23]1.C1(S(N=C=O)(=O)=[O:40])C=CC=CC=1.Cl. Product: [O:11]=[C:4]1[C:5]2[CH:10]=[CH:9][CH:8]=[CH:7][C:6]=2[C:2](=[O:1])[N:3]1[C:12]1[CH:17]=[CH:16][C:15]([S:18]([NH:21][C:29]([NH:30][C:25]2[CH:24]=[CH:23][CH:22]=[CH:32][CH:31]=2)=[O:40])(=[O:19])=[O:20])=[CH:14][CH:13]=1. The catalyst class is: 16. (4) Reactant: [Br:1][C:2]1[CH:7]=[CH:6][C:5]([C@H:8]2[CH2:13][N:12]([C@@H:14]([C:16]3[CH:21]=[CH:20][CH:19]=[CH:18][CH:17]=3)[CH3:15])[C:11](=O)[CH2:10][O:9]2)=[CH:4][CH:3]=1.B.O1CCCC1.CO.BrC1C=CC([C@H](O)CN[C@@H](C2C=CC=CC=2)C)=CC=1. Product: [Br:1][C:2]1[CH:3]=[CH:4][C:5]([C@@H:8]2[O:9][CH2:10][CH2:11][N:12]([C@@H:14]([C:16]3[CH:17]=[CH:18][CH:19]=[CH:20][CH:21]=3)[CH3:15])[CH2:13]2)=[CH:6][CH:7]=1. The catalyst class is: 7. (5) Reactant: [C:1]([C:4]1[CH:11]=[CH:10][C:7]([C:8]#[N:9])=[CH:6][CH:5]=1)(=[O:3])[CH3:2].CC[O-].[Na+].[C:16](OCC)(=[O:22])[C:17]([O:19][CH2:20][CH3:21])=[O:18]. Product: [C:8]([C:7]1[CH:10]=[CH:11][C:4]([C:1](=[O:3])[CH2:2][C:16](=[O:22])[C:17]([O:19][CH2:20][CH3:21])=[O:18])=[CH:5][CH:6]=1)#[N:9]. The catalyst class is: 14. (6) Reactant: [CH3:1][S:2]([CH:5]1[CH2:10][CH2:9][N:8](C(OC(C)(C)C)=O)[CH2:7][CH2:6]1)(=[O:4])=[O:3].Cl.O1CCOCC1. Product: [CH3:1][S:2]([CH:5]1[CH2:10][CH2:9][NH:8][CH2:7][CH2:6]1)(=[O:4])=[O:3]. The catalyst class is: 25.